Dataset: Forward reaction prediction with 1.9M reactions from USPTO patents (1976-2016). Task: Predict the product of the given reaction. (1) Given the reactants CC1(C)[O:7][C:6](=[O:8])[CH2:5][C:4](=[O:9])O1.[F:11][C:12]1[CH:17]=[CH:16][C:15]([NH:18]/[N:19]=[C:20](\[CH3:23])/[CH:21]=O)=[CH:14][CH:13]=1, predict the reaction product. The product is: [F:11][C:12]1[CH:13]=[CH:14][C:15]([N:18]2[C:4](=[O:9])[C:5]([C:6]([OH:7])=[O:8])=[CH:21][C:20]([CH3:23])=[N:19]2)=[CH:16][CH:17]=1. (2) Given the reactants [CH3:1][O:2][C:3](=[O:39])[NH:4][C@H:5]([C:9]([N:11]1[CH2:15][C@@H:14]([CH3:16])[CH2:13][C@H:12]1[C:17]1[NH:18][C:19]2[CH:29]=[CH:28][C:27]3[C:22](=[CH:23][CH:24]=[C:25](B4OC(C)(C)C(C)(C)O4)[CH:26]=3)[C:20]=2[N:21]=1)=[O:10])[CH:6]([CH3:8])[CH3:7].[CH3:40][O:41][C:42](=[O:55])[C:43]1[CH:48]=[CH:47][C:46](Br)=[C:45]([O:50][C:51]([F:54])([F:53])[F:52])[CH:44]=1.C(=O)([O-])[O-].[K+].[K+], predict the reaction product. The product is: [CH3:40][O:41][C:42](=[O:55])[C:43]1[CH:48]=[CH:47][C:46]([C:25]2[CH:26]=[C:27]3[C:22](=[CH:23][CH:24]=2)[C:20]2[N:21]=[C:17]([C@@H:12]4[CH2:13][C@H:14]([CH3:16])[CH2:15][N:11]4[C:9](=[O:10])[C@@H:5]([NH:4][C:3]([O:2][CH3:1])=[O:39])[CH:6]([CH3:7])[CH3:8])[NH:18][C:19]=2[CH:29]=[CH:28]3)=[C:45]([O:50][C:51]([F:52])([F:54])[F:53])[CH:44]=1. (3) Given the reactants [CH2:1]([NH:8][C@@H:9]([CH3:16])[C:10]1[CH:15]=[CH:14][CH:13]=[CH:12][CH:11]=1)[C:2]1[CH:7]=[CH:6][CH:5]=[CH:4][CH:3]=1.[Li]CCCC.[C:22]([O:29][CH2:30][CH3:31])(=[O:28])/[CH:23]=[CH:24]/[CH2:25][CH2:26][CH3:27].[NH4+].[Cl-], predict the reaction product. The product is: [CH2:30]([O:29][C:22](=[O:28])[CH2:23][C@@H:24]([N:8]([CH2:1][C:2]1[CH:7]=[CH:6][CH:5]=[CH:4][CH:3]=1)[C@H:9]([C:10]1[CH:15]=[CH:14][CH:13]=[CH:12][CH:11]=1)[CH3:16])[CH2:25][CH2:26][CH3:27])[CH3:31]. (4) Given the reactants Br[C:2]1[CH:3]=[CH:4][C:5]([O:17][CH2:18][C:19]2[CH:24]=[CH:23][CH:22]=[CH:21][CH:20]=2)=[C:6]([CH:16]=1)[C:7]([NH:9][C:10]1[CH:11]=[N:12][CH:13]=[CH:14][CH:15]=1)=[O:8].C(=O)([O-])[O-].[Na+].[Na+].CC1(C)C(C)(C)OB([C:39]2[CH:40]=[N:41][CH:42]=[CH:43][CH:44]=2)O1, predict the reaction product. The product is: [C:19]1([CH2:18][O:17][C:5]2[CH:4]=[CH:3][C:2]([C:39]3[CH:40]=[N:41][CH:42]=[CH:43][CH:44]=3)=[CH:16][C:6]=2[C:7]([NH:9][C:10]2[CH:11]=[N:12][CH:13]=[CH:14][CH:15]=2)=[O:8])[CH:24]=[CH:23][CH:22]=[CH:21][CH:20]=1. (5) Given the reactants C(O[C:4](=[O:15])[C:5]1[CH:10]=[C:9]([CH2:11][CH3:12])[CH:8]=[N:7][C:6]=1[NH:13][CH3:14])C.[OH-].[K+].[C:18]([C:22]1[CH:39]=[CH:38][C:25]([CH2:26][NH:27][CH2:28][CH2:29][C:30]2[CH:35]=[CH:34][C:33]([Cl:36])=[C:32]([Cl:37])[CH:31]=2)=[CH:24][CH:23]=1)([CH3:21])([CH3:20])[CH3:19].CN(C(ON1N=NC2C=CC=CC1=2)=[N+](C)C)C.F[P-](F)(F)(F)(F)F.CN1CCOCC1, predict the reaction product. The product is: [C:18]([C:22]1[CH:39]=[CH:38][C:25]([CH2:26][N:27]([CH2:28][CH2:29][C:30]2[CH:35]=[CH:34][C:33]([Cl:36])=[C:32]([Cl:37])[CH:31]=2)[C:4](=[O:15])[C:5]2[CH:10]=[C:9]([CH2:11][CH3:12])[CH:8]=[N:7][C:6]=2[NH:13][CH3:14])=[CH:24][CH:23]=1)([CH3:21])([CH3:19])[CH3:20].